Task: Predict the reactants needed to synthesize the given product.. Dataset: Full USPTO retrosynthesis dataset with 1.9M reactions from patents (1976-2016) (1) Given the product [CH2:23]([O:22][C:9]1[CH:10]=[C:11]([CH2:13][OH:14])[CH:12]=[C:7]([C:34]#[N:35])[C:8]=1[C:25]1[CH:26]=[CH:27][C:28]([F:31])=[CH:29][CH:30]=1)[CH3:24], predict the reactants needed to synthesize it. The reactants are: FC(F)(F)S(O[C:7]1[CH:12]=[C:11]([CH2:13][O:14][Si](C(C)(C)C)(C)C)[CH:10]=[C:9]([O:22][CH2:23][CH3:24])[C:8]=1[C:25]1[CH:30]=[CH:29][C:28]([F:31])=[CH:27][CH:26]=1)(=O)=O.[CH3:34][N:35](C=O)C.O. (2) Given the product [Br-:2].[Br-:1].[CH3:16][N+:7]([CH3:17])([CH2:8][CH2:9][CH2:10][C:11]([O:13][CH2:14][CH3:15])=[O:12])[CH2:6][CH2:5][CH2:4][CH2:3][N+:22]1[C:23]2[C:28](=[CH:27][CH:26]=[CH:25][CH:24]=2)[C:19]([CH3:18])=[CH:20][CH:21]=1, predict the reactants needed to synthesize it. The reactants are: [Br-:1].[Br:2][CH2:3][CH2:4][CH2:5][CH2:6][N+:7]([CH3:17])([CH3:16])[CH2:8][CH2:9][CH2:10][C:11]([O:13][CH2:14][CH3:15])=[O:12].[CH3:18][C:19]1[C:28]2[C:23](=[CH:24][CH:25]=[CH:26][CH:27]=2)[N:22]=[CH:21][CH:20]=1. (3) Given the product [ClH:38].[ClH:38].[CH2:1]([C:5]1[CH:6]=[C:7]2[C:12](=[C:13]([O:15][CH:16]3[CH2:21][CH2:20][N:19]([CH2:22][CH2:23][CH2:24][CH2:25][NH:26][C:34](=[O:37])[CH2:35][CH3:36])[CH2:18][CH2:17]3)[CH:14]=1)[N:11]=[CH:10][CH:9]=[CH:8]2)[CH2:2][CH2:3][CH3:4], predict the reactants needed to synthesize it. The reactants are: [CH2:1]([C:5]1[CH:6]=[C:7]2[C:12](=[C:13]([O:15][CH:16]3[CH2:21][CH2:20][N:19]([CH2:22][CH2:23][CH2:24][CH2:25][NH2:26])[CH2:18][CH2:17]3)[CH:14]=1)[N:11]=[CH:10][CH:9]=[CH:8]2)[CH2:2][CH2:3][CH3:4].C(N(CC)CC)C.[C:34]([Cl:38])(=[O:37])[CH2:35][CH3:36].CO. (4) Given the product [NH2:13][C:10]1[CH:9]=[CH:8][C:7]([CH2:6][CH:2]([CH3:1])[C:3]([OH:5])=[O:4])=[CH:12][CH:11]=1, predict the reactants needed to synthesize it. The reactants are: [CH3:1][C:2](=[CH:6][C:7]1[CH:12]=[CH:11][C:10]([N+:13]([O-])=O)=[CH:9][CH:8]=1)[C:3]([OH:5])=[O:4].[H][H]. (5) Given the product [C:16]12([C:14](=[O:15])[CH2:13][O:7][CH2:6][C:5]3[CH:8]=[CH:9][C:2]([Cl:1])=[CH:3][CH:4]=3)[CH2:23][CH:22]3[CH2:21][CH:20]([CH2:19][CH:18]([CH2:24]3)[CH2:17]1)[CH2:25]2, predict the reactants needed to synthesize it. The reactants are: [Cl:1][C:2]1[CH:9]=[CH:8][C:5]([CH2:6][OH:7])=[CH:4][CH:3]=1.[H-].[Na+].Br[CH2:13][C:14]([C:16]12[CH2:25][CH:20]3[CH2:21][CH:22]([CH2:24][CH:18]([CH2:19]3)[CH2:17]1)[CH2:23]2)=[O:15].